Dataset: Full USPTO retrosynthesis dataset with 1.9M reactions from patents (1976-2016). Task: Predict the reactants needed to synthesize the given product. (1) Given the product [CH3:11][C:8]([C:5]1[CH:6]=[CH:7][C:2]([B:16]2[O:17][C:18]([CH3:20])([CH3:19])[C:14]([CH3:30])([CH3:13])[O:15]2)=[CH:3][CH:4]=1)([CH3:12])[C:9]#[N:10], predict the reactants needed to synthesize it. The reactants are: Br[C:2]1[CH:7]=[CH:6][C:5]([C:8]([CH3:12])([CH3:11])[C:9]#[N:10])=[CH:4][CH:3]=1.[CH3:13][C:14]1([CH3:30])[C:18]([CH3:20])([CH3:19])[O:17][B:16]([B:16]2[O:17][C:18]([CH3:20])([CH3:19])[C:14]([CH3:30])([CH3:13])[O:15]2)[O:15]1.C([O-])(=O)C.[K+]. (2) Given the product [CH2:1]([O:8][C:9]1[CH:10]=[C:11]2[C:15](=[CH:16][CH:17]=1)[N:14]([CH2:18][C:19]1[CH:20]=[C:21]([C:38]3[CH:39]=[CH:40][C:35]([F:34])=[C:36]([CH3:44])[CH:37]=3)[CH:22]=[CH:23][CH:24]=1)[CH:13]=[C:12]2[CH2:26][C:27]([O:29][C:30]([CH3:33])([CH3:32])[CH3:31])=[O:28])[C:2]1[CH:7]=[CH:6][CH:5]=[CH:4][CH:3]=1, predict the reactants needed to synthesize it. The reactants are: [CH2:1]([O:8][C:9]1[CH:10]=[C:11]2[C:15](=[CH:16][CH:17]=1)[N:14]([CH2:18][C:19]1[CH:24]=[CH:23][CH:22]=[C:21](Br)[CH:20]=1)[CH:13]=[C:12]2[CH2:26][C:27]([O:29][C:30]([CH3:33])([CH3:32])[CH3:31])=[O:28])[C:2]1[CH:7]=[CH:6][CH:5]=[CH:4][CH:3]=1.[F:34][C:35]1[CH:40]=[CH:39][C:38](B(O)O)=[CH:37][C:36]=1[CH3:44]. (3) Given the product [O:1]1[CH:5]=[CH:4][CH:3]=[C:2]1[C:6]1[N:14]=[C:13]2[N:8]([C:9](=[O:28])[N:10]([CH3:31])[CH:11]=[C:12]2[CH2:15][N:16]2[CH2:17][CH2:18][N:19]([C:22]3[CH:27]=[CH:26][CH:25]=[CH:24][CH:23]=3)[CH2:20][CH2:21]2)[N:7]=1, predict the reactants needed to synthesize it. The reactants are: [O:1]1[CH:5]=[CH:4][CH:3]=[C:2]1[C:6]1[N:14]=[C:13]2[N:8]([C:9](=[O:28])[NH:10][CH:11]=[C:12]2[CH2:15][N:16]2[CH2:21][CH2:20][N:19]([C:22]3[CH:27]=[CH:26][CH:25]=[CH:24][CH:23]=3)[CH2:18][CH2:17]2)[N:7]=1.CO.[C:31]1(P(C2C=CC=CC=2)C2C=CC=CC=2)C=CC=CC=1.N(C(OCC)=O)=NC(OCC)=O. (4) Given the product [F:1][C:2]1[C:7]([O:8][CH3:9])=[CH:6][C:5]([O:10][CH3:11])=[C:4]([F:12])[C:3]=1[N:13]1[CH2:18][C:17]2[CH:19]=[N:20][C:21]3[NH:25][C:24]([C:26]([N:69]4[CH2:70][CH2:71][N:66]([CH3:65])[CH2:67][CH2:68]4)=[O:28])=[CH:23][C:22]=3[C:16]=2[N:15]([CH3:29])[C:14]1=[O:30], predict the reactants needed to synthesize it. The reactants are: [F:1][C:2]1[C:7]([O:8][CH3:9])=[CH:6][C:5]([O:10][CH3:11])=[C:4]([F:12])[C:3]=1[N:13]1[CH2:18][C:17]2[CH:19]=[N:20][C:21]3[NH:25][C:24]([C:26]([OH:28])=O)=[CH:23][C:22]=3[C:16]=2[N:15]([CH3:29])[C:14]1=[O:30].C(N(CC)CC)C.F[P-](F)(F)(F)(F)F.N1(O[P+](N(C)C)(N(C)C)N(C)C)C2C=CC=CC=2N=N1.[CH3:65][N:66]1[CH2:71][CH2:70][NH:69][CH2:68][CH2:67]1.